This data is from Forward reaction prediction with 1.9M reactions from USPTO patents (1976-2016). The task is: Predict the product of the given reaction. The product is: [F:22][C:23]1[CH:31]=[CH:30][C:26]([C:27]([NH:19][C:14]2[C:15]([CH3:18])=[C:16]([CH3:17])[C:4]3[O:3][C:2]([CH3:21])([CH3:1])[CH:6]([C:7]4[CH:8]=[CH:9][CH:10]=[CH:11][CH:12]=4)[C:5]=3[C:13]=2[CH3:20])=[O:28])=[CH:25][CH:24]=1. Given the reactants [CH3:1][C:2]1([CH3:21])[CH:6]([C:7]2[CH:12]=[CH:11][CH:10]=[CH:9][CH:8]=2)[C:5]2[C:13]([CH3:20])=[C:14]([NH2:19])[C:15]([CH3:18])=[C:16]([CH3:17])[C:4]=2[O:3]1.[F:22][C:23]1[CH:31]=[CH:30][C:26]([C:27](Cl)=[O:28])=[CH:25][CH:24]=1, predict the reaction product.